This data is from Full USPTO retrosynthesis dataset with 1.9M reactions from patents (1976-2016). The task is: Predict the reactants needed to synthesize the given product. (1) Given the product [CH2:25]([O:32][CH2:33][C@@:34]1([CH2:48][CH2:1][Br:5])[CH2:38][N:37]([C@@H:39]([C:41]2[CH:46]=[CH:45][CH:44]=[CH:43][CH:42]=2)[CH3:40])[C:36](=[O:47])[CH2:35]1)[C:26]1[CH:27]=[CH:28][CH:29]=[CH:30][CH:31]=1, predict the reactants needed to synthesize it. The reactants are: [C:1]([Br:5])(Br)(Br)Br.C1(P(C2C=CC=CC=2)C2C=CC=CC=2)C=CC=CC=1.[CH2:25]([O:32][CH2:33][C@@:34]1([CH2:48]CO)[CH2:38][N:37]([C@@H:39]([C:41]2[CH:46]=[CH:45][CH:44]=[CH:43][CH:42]=2)[CH3:40])[C:36](=[O:47])[CH2:35]1)[C:26]1[CH:31]=[CH:30][CH:29]=[CH:28][CH:27]=1. (2) Given the product [CH2:1]1[O:4][CH:2]1[CH3:3].[C:8]1([CH:6]([OH:4])[CH3:7])[CH:13]=[CH:12][CH:11]=[CH:10][CH:9]=1, predict the reactants needed to synthesize it. The reactants are: [CH2:1]=[CH:2][CH3:3].[O-:4]O.[CH2:6]([C:8]1[CH:13]=[CH:12][CH:11]=[CH:10][CH:9]=1)[CH3:7].C(C1C=CC=CC=1)C. (3) Given the product [C:5]([NH2:2])(=[NH:6])[C:7]1[CH:8]=[CH:21][CH:20]=[CH:15][CH:14]=1, predict the reactants needed to synthesize it. The reactants are: C=[N:2]O.[Br-].[C:5]([CH2:7][C:8](OC)=O)#[N:6].ClC[C:14](=O)[CH3:15].O1[CH2:21][CH2:20]OC1. (4) Given the product [C:28]([C:30]1[CH:35]=[CH:34][C:33]([O:19][CH2:18][CH2:17][CH2:16][CH2:15][C:14]#[C:13][C:10]2[CH:9]=[CH:8][C:7]([CH2:6][C@H:5]([O:20][CH3:21])[C:4]([OH:3])=[O:22])=[CH:12][CH:11]=2)=[CH:32][CH:31]=1)(=[O:29])[C:27]1[CH:36]=[CH:37][CH:24]=[CH:25][CH:26]=1, predict the reactants needed to synthesize it. The reactants are: C([O:3][C:4](=[O:22])[CH:5]([O:20][CH3:21])[CH2:6][C:7]1[CH:12]=[CH:11][C:10]([C:13]#[C:14][CH2:15][CH2:16][CH2:17][CH2:18][OH:19])=[CH:9][CH:8]=1)C.O[C:24]1[CH:37]=[CH:36][C:27]([C:28]([C:30]2[CH:35]=[CH:34][CH:33]=[CH:32][CH:31]=2)=[O:29])=[CH:26][CH:25]=1.